Dataset: Peptide-MHC class I binding affinity with 185,985 pairs from IEDB/IMGT. Task: Regression. Given a peptide amino acid sequence and an MHC pseudo amino acid sequence, predict their binding affinity value. This is MHC class I binding data. (1) The peptide sequence is MQFPGSVGF. The MHC is HLA-A69:01 with pseudo-sequence HLA-A69:01. The binding affinity (normalized) is 0.242. (2) The peptide sequence is AVLLHEESM. The MHC is HLA-A01:01 with pseudo-sequence HLA-A01:01. The binding affinity (normalized) is 0. (3) The peptide sequence is RRGWEVLKY. The binding affinity (normalized) is 0. The MHC is HLA-A02:03 with pseudo-sequence HLA-A02:03.